Dataset: Catalyst prediction with 721,799 reactions and 888 catalyst types from USPTO. Task: Predict which catalyst facilitates the given reaction. (1) Reactant: C(C1C=C(O)C(=O)NN=1)C.C([O:18][C:19]1[N:20]=[N:21][C:22]([CH:33]2[CH2:35][CH2:34]2)=[CH:23][C:24]=1[O:25]CC1C=CC=CC=1)C1C=CC=CC=1. Product: [CH:33]1([C:22]2[CH:23]=[C:24]([OH:25])[C:19](=[O:18])[NH:20][N:21]=2)[CH2:35][CH2:34]1. The catalyst class is: 5. (2) Reactant: [CH3:1][O:2][CH2:3][N:4]1[C:8]2[CH:9]=[CH:10][C:11]([CH:13]([C:15]3[CH:19]=[CH:18][N:17]([C:20]4[N:25]=[CH:24][C:23]([C:26](OC)=[O:27])=[CH:22][CH:21]=4)[N:16]=3)[CH3:14])=[CH:12][C:7]=2[S:6][C:5]1=[O:30].[BH4-].[Li+]. Product: [OH:27][CH2:26][C:23]1[CH:22]=[CH:21][C:20]([N:17]2[CH:18]=[CH:19][C:15]([CH:13]([C:11]3[CH:10]=[CH:9][C:8]4[N:4]([CH2:3][O:2][CH3:1])[C:5](=[O:30])[S:6][C:7]=4[CH:12]=3)[CH3:14])=[N:16]2)=[N:25][CH:24]=1. The catalyst class is: 7. (3) Reactant: CN(C(ON1N=NC2C=CC=NC1=2)=[N+](C)C)C.F[P-](F)(F)(F)(F)F.[C:25]([O:29][C:30]([NH:32][C:33]1[C:34]([C:43](O)=[O:44])=[CH:35][C:36]2[C:41]([CH:42]=1)=[CH:40][CH:39]=[CH:38][CH:37]=2)=[O:31])([CH3:28])([CH3:27])[CH3:26].[NH2:46][CH:47]([CH:52]1[CH2:57][CH2:56][CH:55]([C:58]([F:61])([F:60])[F:59])[CH2:54][CH2:53]1)[C:48]([O:50][CH3:51])=[O:49].C(N(C(C)C)CC)(C)C. Product: [CH3:28][C:25]([O:29][C:30]([NH:32][C:33]1[C:34]([C:43]([NH:46][CH:47]([C@H:52]2[CH2:57][CH2:56][C@H:55]([C:58]([F:59])([F:60])[F:61])[CH2:54][CH2:53]2)[C:48]([O:50][CH3:51])=[O:49])=[O:44])=[CH:35][C:36]2[C:41]([CH:42]=1)=[CH:40][CH:39]=[CH:38][CH:37]=2)=[O:31])([CH3:26])[CH3:27].[CH3:28][C:25]([O:29][C:30]([NH:32][C:33]1[C:34]([C:43]([NH:46][CH:47]([C@H:52]2[CH2:57][CH2:56][C@@H:55]([C:58]([F:59])([F:60])[F:61])[CH2:54][CH2:53]2)[C:48]([O:50][CH3:51])=[O:49])=[O:44])=[CH:35][C:36]2[C:41]([CH:42]=1)=[CH:40][CH:39]=[CH:38][CH:37]=2)=[O:31])([CH3:26])[CH3:27]. The catalyst class is: 3. (4) Product: [C:1]([C:3]1[CH:11]=[C:10]2[C:6]([CH:7]=[CH:8][N:9]2[CH2:19][C:20]([O:22][C:23]([CH3:26])([CH3:25])[CH3:24])=[O:21])=[CH:5][CH:4]=1)#[N:2]. The catalyst class is: 3. Reactant: [C:1]([C:3]1[CH:11]=[C:10]2[C:6]([CH:7]=[CH:8][NH:9]2)=[CH:5][CH:4]=1)#[N:2].C(=O)([O-])[O-].[Cs+].[Cs+].Br[CH2:19][C:20]([O:22][C:23]([CH3:26])([CH3:25])[CH3:24])=[O:21].